Dataset: Full USPTO retrosynthesis dataset with 1.9M reactions from patents (1976-2016). Task: Predict the reactants needed to synthesize the given product. (1) Given the product [C:18]1([S:24][C:2]2[S:3][C:4]([C:7]([O:9][CH2:10][CH3:11])=[O:8])=[CH:5][N:6]=2)[CH:23]=[CH:22][CH:21]=[CH:20][CH:19]=1, predict the reactants needed to synthesize it. The reactants are: Br[C:2]1[S:3][C:4]([C:7]([O:9][CH2:10][CH3:11])=[O:8])=[CH:5][N:6]=1.C([O-])([O-])=O.[K+].[K+].[C:18]1([SH:24])[CH:23]=[CH:22][CH:21]=[CH:20][CH:19]=1. (2) Given the product [OH:1][C@H:2]([CH2:16][CH2:17][C:18]1[CH:19]=[CH:20][C:21]([N:60]2[C:59]([C:62]([F:65])([F:64])[F:63])=[N:61]2)=[CH:22][CH:23]=1)[C@@H:3]([CH2:7][CH2:8][CH2:9][CH2:10][CH2:11][CH2:12][CH2:13][C:14]#[CH:15])[C:4]([OH:6])=[O:5], predict the reactants needed to synthesize it. The reactants are: [OH:1][C@H:2]([CH2:16][CH2:17][C:18]1[CH:23]=[CH:22][C:21](C2(C(F)(F)F)N=N2)=[CH:20][CH:19]=1)[C@H:3]([CH2:7][CH2:8][CH2:9][CH2:10][CH2:11][CH2:12][CH2:13][C:14]#[CH:15])[C:4]([OH:6])=[O:5].O[C@H](CCC1C=CC([C:59]2([C:62]([F:65])([F:64])[F:63])[N:61]=[N:60]2)=CC=1)[C@@H](CCCCCCCC#C[Si](C)(C)C)C(OC)=O.[OH-].[Na+].O. (3) Given the product [CH3:2][C:3]([CH3:20])([CH3:19])[C:4]#[C:5][CH2:6][O:7][CH2:8][CH:9]1[CH2:10][CH2:11][C:12](=[O:13])[CH2:17][CH2:18]1, predict the reactants needed to synthesize it. The reactants are: Cl.[CH3:2][C:3]([CH3:20])([CH3:19])[C:4]#[C:5][CH2:6][O:7][CH2:8][CH:9]1[CH2:18][CH2:17][C:12]2(OCC[O:13]2)[CH2:11][CH2:10]1.[OH-].[Na+]. (4) Given the product [O:1]=[C:2]1[CH2:10][C:9]2[C:4](=[CH:5][CH:6]=[CH:7][C:8]=2[NH:11][CH2:12][C:13]([NH:16][C:17]2[CH:18]=[C:19]3[C:32](=[CH:33][CH:34]=2)[CH2:31][C:21]2([C:29]4[C:24](=[N:25][CH:26]=[CH:27][CH:28]=4)[NH:23][C:22]2=[O:30])[CH2:20]3)=[O:15])[NH:3]1, predict the reactants needed to synthesize it. The reactants are: [O:1]=[C:2]1[CH2:10][C:9]2[C:4](=[CH:5][CH:6]=[CH:7][C:8]=2[NH:11][CH2:12][C:13]([OH:15])=O)[NH:3]1.[NH2:16][C:17]1[CH:18]=[C:19]2[C:32](=[CH:33][CH:34]=1)[CH2:31][C:21]1([C:29]3[C:24](=[N:25][CH:26]=[CH:27][CH:28]=3)[NH:23][C:22]1=[O:30])[CH2:20]2. (5) Given the product [CH3:11][C:8]1[S:9][CH:10]=[C:6]([CH2:5][C:4]([OH:12])=[O:3])[N:7]=1, predict the reactants needed to synthesize it. The reactants are: C([O:3][C:4](=[O:12])[CH2:5][C:6]1[N:7]=[C:8]([CH3:11])[S:9][CH:10]=1)C.O[Li].O. (6) Given the product [Si:28]([O:27][CH2:26][CH2:25][N:22]1[CH2:23][CH2:24][C@H:19]([NH2:8])[C@H:20]([F:35])[CH2:21]1)([C:31]([CH3:34])([CH3:33])[CH3:32])([CH3:30])[CH3:29], predict the reactants needed to synthesize it. The reactants are: C([N:8]([C@H:19]1[CH2:24][CH2:23][N:22]([CH2:25][CH2:26][O:27][Si:28]([C:31]([CH3:34])([CH3:33])[CH3:32])([CH3:30])[CH3:29])[CH2:21][C@H:20]1[F:35])C(=O)OCC1C=CC=CC=1)C1C=CC=CC=1.